This data is from Full USPTO retrosynthesis dataset with 1.9M reactions from patents (1976-2016). The task is: Predict the reactants needed to synthesize the given product. (1) Given the product [CH3:38][C:35]1[N:34]=[CH:33][C:32]([CH2:31][CH2:30][N:12]2[C:7]3[CH2:6][CH2:5][N:4]4[CH:9]([C:8]=3[C:10]3[CH:16]=[CH:15][CH:14]=[N:13][C:11]2=3)[CH2:1][CH2:2][CH2:3]4)=[CH:37][CH:36]=1, predict the reactants needed to synthesize it. The reactants are: [CH2:1]1[CH:9]2[N:4]([CH2:5][CH2:6][C:7]3[NH:12][C:11]4[N:13]=[CH:14][CH:15]=[CH:16][C:10]=4[C:8]=32)[CH2:3][CH2:2]1.[H-].[Na+].CC1C=CC(S(O[CH2:30][CH2:31][C:32]2[CH:33]=[N:34][C:35]([CH3:38])=[CH:36][CH:37]=2)(=O)=O)=CC=1. (2) The reactants are: Cl.[CH3:2][O:3][C:4]1[CH:5]=[C:6]([CH:31]=[CH:32][CH:33]=1)[C:7]([NH:9][CH:10]1[CH2:15][CH2:14][N:13]([CH2:16][C:17]2[CH:26]=[CH:25][C:24]3[C:19](=[CH:20][C:21]([CH:27]=[CH:28][O:29]C)=[CH:22][CH:23]=3)[CH:18]=2)[CH2:12][CH2:11]1)=[O:8].C([O-])(O)=O.[Na+].CO.C(Cl)(Cl)Cl. Given the product [CH3:2][O:3][C:4]1[CH:5]=[C:6]([CH:31]=[CH:32][CH:33]=1)[C:7]([NH:9][CH:10]1[CH2:11][CH2:12][N:13]([CH2:16][C:17]2[CH:26]=[CH:25][C:24]3[C:19](=[CH:20][C:21]([CH2:27][CH:28]=[O:29])=[CH:22][CH:23]=3)[CH:18]=2)[CH2:14][CH2:15]1)=[O:8], predict the reactants needed to synthesize it. (3) Given the product [O:7]1[CH2:8][CH:5]([CH2:4][CH:3]([C:9]2[CH:10]=[CH:11][C:12]([O:15][C:16]([F:17])([F:18])[F:19])=[CH:13][CH:14]=2)[NH2:2])[CH2:6]1, predict the reactants needed to synthesize it. The reactants are: O[N:2]=[C:3]([C:9]1[CH:14]=[CH:13][C:12]([O:15][C:16]([F:19])([F:18])[F:17])=[CH:11][CH:10]=1)[CH2:4][CH:5]1[CH2:8][O:7][CH2:6]1.